Dataset: Catalyst prediction with 721,799 reactions and 888 catalyst types from USPTO. Task: Predict which catalyst facilitates the given reaction. (1) Reactant: Br[C:2]1[CH:7]=[C:6]([F:8])[CH:5]=[CH:4][C:3]=1[N:9]1[CH2:14][CH2:13][N:12]([C:15]([O:17][C:18]([CH3:21])([CH3:20])[CH3:19])=[O:16])[CH2:11][CH2:10]1.CN([CH:25]=[O:26])C. Product: [F:8][C:6]1[CH:5]=[CH:4][C:3]([N:9]2[CH2:14][CH2:13][N:12]([C:15]([O:17][C:18]([CH3:21])([CH3:20])[CH3:19])=[O:16])[CH2:11][CH2:10]2)=[C:2]([CH:25]=[O:26])[CH:7]=1. The catalyst class is: 56. (2) Reactant: [OH:1][C@H:2]([C:24]1[CH:29]=[CH:28][CH:27]=[CH:26][CH:25]=1)[C@@H:3]([C:14]1[CH:23]=[CH:22][C:21]2[C:16](=[CH:17][CH:18]=[CH:19][CH:20]=2)[CH:15]=1)[CH2:4][N:5]([CH3:13])[C:6](=O)OC(C)(C)C.[H-].[H-].[H-].[H-].[Li+].[Al+3].Cl. Product: [CH3:13][N:5]([CH3:6])[CH2:4][C@H:3]([C:14]1[CH:23]=[CH:22][C:21]2[C:16](=[CH:17][CH:18]=[CH:19][CH:20]=2)[CH:15]=1)[C@@H:2]([C:24]1[CH:25]=[CH:26][CH:27]=[CH:28][CH:29]=1)[OH:1]. The catalyst class is: 1. (3) Reactant: [C:1]([C:3]1[C:4]([CH:19]([C:32]2[CH:41]=[CH:40][C:39]3[C:34](=[CH:35][CH:36]=[CH:37][CH:38]=3)[CH:33]=2)[CH2:20][N:21]2C(=O)C3C(=CC=CC=3)C2=O)=[C:5]([C:14](OCC)=[O:15])[S:6][C:7]=1[N:8]1[CH2:13][CH2:12][O:11][CH2:10][CH2:9]1)#[N:2].NN. Product: [N:8]1([C:7]2[S:6][C:5]3[C:14](=[O:15])[NH:21][CH2:20][CH:19]([C:32]4[CH:41]=[CH:40][C:39]5[C:34](=[CH:35][CH:36]=[CH:37][CH:38]=5)[CH:33]=4)[C:4]=3[C:3]=2[C:1]#[N:2])[CH2:13][CH2:12][O:11][CH2:10][CH2:9]1. The catalyst class is: 511. (4) Reactant: [CH3:1][C:2]1[C:10]2[C:5](=[CH:6][CH:7]=[CH:8][CH:9]=2)[C:4]([CH3:12])([CH3:11])[CH:3]=1.[C:13](Cl)(=[O:15])[CH3:14].[Cl-].[Cl-].[Cl-].[Al+3]. Product: [C:13]([C:3]1[C:4]([CH3:12])([CH3:11])[C:5]2[C:10](=[CH:9][CH:8]=[CH:7][CH:6]=2)[C:2]=1[CH3:1])(=[O:15])[CH3:14]. The catalyst class is: 26.